From a dataset of Reaction yield outcomes from USPTO patents with 853,638 reactions. Predict the reaction yield, written as a fraction of the theoretical maximum amount of product (1.0 means a 100% yield; for example, 0.34 means a 34% yield). (1) The reactants are Cl[C:2]1[N:7]=[CH:6][C:5]([C:8]([O:10][CH3:11])=[O:9])=[CH:4][N:3]=1.[CH3:12][CH:13]([N:15]1[CH2:21][CH2:20][CH2:19][NH:18][CH2:17][CH2:16]1)[CH3:14].C(N(C(C)C)C(C)C)C. The catalyst is ClCCl. The product is [CH3:12][CH:13]([N:15]1[CH2:21][CH2:20][CH2:19][N:18]([C:2]2[N:7]=[CH:6][C:5]([C:8]([O:10][CH3:11])=[O:9])=[CH:4][N:3]=2)[CH2:17][CH2:16]1)[CH3:14]. The yield is 0.790. (2) The reactants are [Br:1][C:2]1[CH:27]=[CH:26][C:5]([CH2:6][CH:7]2[CH2:12][CH2:11][N:10]([CH2:13][CH2:14][C:15]3[CH:16]=[C:17]4[C:22](=[CH:23][CH:24]=3)[O:21][CH2:20][CH2:19][C:18]4=[O:25])[CH2:9][CH2:8]2)=[CH:4][C:3]=1[O:28][CH2:29][CH2:30][O:31][CH3:32].[C:33]([OH:40])(=[O:39])/[CH:34]=[CH:35]/[C:36]([OH:38])=[O:37].CC(C)=O. The catalyst is C(O)C.CO. The product is [C:33]([OH:40])(=[O:39])/[CH:34]=[CH:35]/[C:36]([OH:38])=[O:37].[Br:1][C:2]1[CH:27]=[CH:26][C:5]([CH2:6][CH:7]2[CH2:12][CH2:11][N:10]([CH2:13][CH2:14][C:15]3[CH:16]=[C:17]4[C:22](=[CH:23][CH:24]=3)[O:21][CH2:20][CH2:19][C:18]4=[O:25])[CH2:9][CH2:8]2)=[CH:4][C:3]=1[O:28][CH2:29][CH2:30][O:31][CH3:32]. The yield is 0.880. (3) The reactants are [C:1]([C:3]1[CH:4]=[C:5]([CH:9]=[CH:10][C:11]=1[F:12])[C:6]([OH:8])=[O:7])#[N:2].[C:13](=O)([O-])[O-].[K+].[K+].IC. The catalyst is CN(C=O)C. The product is [C:1]([C:3]1[CH:4]=[C:5]([CH:9]=[CH:10][C:11]=1[F:12])[C:6]([O:8][CH3:13])=[O:7])#[N:2]. The yield is 0.620.